This data is from Catalyst prediction with 721,799 reactions and 888 catalyst types from USPTO. The task is: Predict which catalyst facilitates the given reaction. (1) Reactant: [CH3:1][C:2]1([CH3:16])[C:11]2[C:6](=[CH:7][C:8]([N+:12]([O-])=O)=[CH:9][CH:10]=2)[C:5](=[O:15])[CH2:4][CH2:3]1. Product: [CH3:1][C:2]1([CH3:16])[C:11]2[C:6](=[CH:7][C:8]([NH2:12])=[CH:9][CH:10]=2)[C:5](=[O:15])[CH2:4][CH2:3]1. The catalyst class is: 99. (2) Reactant: CS(O[CH2:6][C:7]1([CH2:27][O:28][CH2:29][C:30]2[CH:35]=[CH:34][CH:33]=[CH:32][CH:31]=2)[CH2:26][CH2:25][CH2:24][C:9]2([O:13][C:12](=[O:14])[N:11]([CH2:15][C:16]3[CH:21]=[CH:20][C:19]([O:22][CH3:23])=[CH:18][CH:17]=3)[CH2:10]2)[CH2:8]1)(=O)=O.[N-:36]=[N+:37]=[N-:38].[Na+].CCOCC. Product: [N:36]([CH2:6][C:7]1([CH2:27][O:28][CH2:29][C:30]2[CH:31]=[CH:32][CH:33]=[CH:34][CH:35]=2)[CH2:26][CH2:25][CH2:24][C:9]2([O:13][C:12](=[O:14])[N:11]([CH2:15][C:16]3[CH:17]=[CH:18][C:19]([O:22][CH3:23])=[CH:20][CH:21]=3)[CH2:10]2)[CH2:8]1)=[N+:37]=[N-:38]. The catalyst class is: 197. (3) Reactant: C(O[C:6](=[O:35])[NH:7][C@H:8]1[CH2:12][CH2:11][N:10]([C@H:13]2[CH2:18][CH2:17][C@@H:16]([N:19]=[N+]=[N-])[CH2:15][C@H:14]2[CH2:22][S:23]([C:26]2[CH:31]=[CH:30][C:29](SC)=[CH:28][CH:27]=2)(=[O:25])=[O:24])[C:9]1=[O:34])(C)(C)C.[C:36](O)([C:38]([F:41])([F:40])[F:39])=O. Product: [C:26]1([S:23]([CH2:22][C@@H:14]2[CH2:15][C@H:16]([NH:19][CH:8]([CH3:12])[CH3:9])[CH2:17][CH2:18][C@@H:13]2[N:10]2[CH2:11][CH2:12][C@H:8]([NH:7][C:6](=[O:35])[C:14]3[CH:13]=[CH:18][CH:17]=[C:36]([C:38]([F:41])([F:40])[F:39])[CH:15]=3)[C:9]2=[O:34])(=[O:24])=[O:25])[CH:31]=[CH:30][CH:29]=[CH:28][CH:27]=1. The catalyst class is: 2.